From a dataset of NCI-60 drug combinations with 297,098 pairs across 59 cell lines. Regression. Given two drug SMILES strings and cell line genomic features, predict the synergy score measuring deviation from expected non-interaction effect. (1) Drug 1: C1=CN(C=N1)CC(O)(P(=O)(O)O)P(=O)(O)O. Drug 2: C(CN)CNCCSP(=O)(O)O. Cell line: HCT-15. Synergy scores: CSS=1.59, Synergy_ZIP=1.07, Synergy_Bliss=3.64, Synergy_Loewe=3.41, Synergy_HSA=-0.133. (2) Drug 1: C1=C(C(=O)NC(=O)N1)F. Drug 2: CS(=O)(=O)CCNCC1=CC=C(O1)C2=CC3=C(C=C2)N=CN=C3NC4=CC(=C(C=C4)OCC5=CC(=CC=C5)F)Cl. Cell line: SK-MEL-2. Synergy scores: CSS=-14.5, Synergy_ZIP=-13.2, Synergy_Bliss=-35.5, Synergy_Loewe=-39.0, Synergy_HSA=-38.0. (3) Drug 1: CC1OCC2C(O1)C(C(C(O2)OC3C4COC(=O)C4C(C5=CC6=C(C=C35)OCO6)C7=CC(=C(C(=C7)OC)O)OC)O)O. Cell line: SK-MEL-5. Drug 2: CCN(CC)CCCC(C)NC1=C2C=C(C=CC2=NC3=C1C=CC(=C3)Cl)OC. Synergy scores: CSS=13.7, Synergy_ZIP=-9.78, Synergy_Bliss=-6.75, Synergy_Loewe=-16.7, Synergy_HSA=-6.26. (4) Drug 1: CC1=C(N=C(N=C1N)C(CC(=O)N)NCC(C(=O)N)N)C(=O)NC(C(C2=CN=CN2)OC3C(C(C(C(O3)CO)O)O)OC4C(C(C(C(O4)CO)O)OC(=O)N)O)C(=O)NC(C)C(C(C)C(=O)NC(C(C)O)C(=O)NCCC5=NC(=CS5)C6=NC(=CS6)C(=O)NCCC[S+](C)C)O. Drug 2: CNC(=O)C1=NC=CC(=C1)OC2=CC=C(C=C2)NC(=O)NC3=CC(=C(C=C3)Cl)C(F)(F)F. Cell line: PC-3. Synergy scores: CSS=6.96, Synergy_ZIP=-2.42, Synergy_Bliss=0.166, Synergy_Loewe=-11.9, Synergy_HSA=-4.75. (5) Drug 1: CC12CCC(CC1=CCC3C2CCC4(C3CC=C4C5=CN=CC=C5)C)O. Drug 2: CC1=C2C(C(=O)C3(C(CC4C(C3C(C(C2(C)C)(CC1OC(=O)C(C(C5=CC=CC=C5)NC(=O)OC(C)(C)C)O)O)OC(=O)C6=CC=CC=C6)(CO4)OC(=O)C)O)C)O. Cell line: UO-31. Synergy scores: CSS=28.7, Synergy_ZIP=-2.14, Synergy_Bliss=2.54, Synergy_Loewe=3.81, Synergy_HSA=4.29. (6) Drug 1: C1=CC(=CC=C1C#N)C(C2=CC=C(C=C2)C#N)N3C=NC=N3. Drug 2: C(CCl)NC(=O)N(CCCl)N=O. Cell line: HCT-15. Synergy scores: CSS=7.66, Synergy_ZIP=3.14, Synergy_Bliss=6.62, Synergy_Loewe=0.475, Synergy_HSA=0.204. (7) Drug 1: CC1C(C(CC(O1)OC2CC(CC3=C2C(=C4C(=C3O)C(=O)C5=C(C4=O)C(=CC=C5)OC)O)(C(=O)C)O)N)O.Cl. Drug 2: CCC1(CC2CC(C3=C(CCN(C2)C1)C4=CC=CC=C4N3)(C5=C(C=C6C(=C5)C78CCN9C7C(C=CC9)(C(C(C8N6C)(C(=O)OC)O)OC(=O)C)CC)OC)C(=O)OC)O.OS(=O)(=O)O. Cell line: KM12. Synergy scores: CSS=39.7, Synergy_ZIP=-11.4, Synergy_Bliss=-13.0, Synergy_Loewe=-13.4, Synergy_HSA=-6.41. (8) Cell line: RXF 393. Synergy scores: CSS=10.9, Synergy_ZIP=-1.94, Synergy_Bliss=1.56, Synergy_Loewe=-1.55, Synergy_HSA=2.49. Drug 2: CN(CCCl)CCCl.Cl. Drug 1: CC12CCC3C(C1CCC2O)C(CC4=C3C=CC(=C4)O)CCCCCCCCCS(=O)CCCC(C(F)(F)F)(F)F. (9) Drug 1: CC1=C(C=C(C=C1)NC2=NC=CC(=N2)N(C)C3=CC4=NN(C(=C4C=C3)C)C)S(=O)(=O)N.Cl. Drug 2: C1=CC(=CC=C1CC(C(=O)O)N)N(CCCl)CCCl.Cl. Cell line: NCIH23. Synergy scores: CSS=12.2, Synergy_ZIP=-4.57, Synergy_Bliss=1.10, Synergy_Loewe=-0.0129, Synergy_HSA=-0.0758. (10) Synergy scores: CSS=19.8, Synergy_ZIP=-2.07, Synergy_Bliss=2.28, Synergy_Loewe=-25.9, Synergy_HSA=4.96. Drug 2: C(CN)CNCCSP(=O)(O)O. Cell line: SNB-19. Drug 1: CCC1(CC2CC(C3=C(CCN(C2)C1)C4=CC=CC=C4N3)(C5=C(C=C6C(=C5)C78CCN9C7C(C=CC9)(C(C(C8N6C=O)(C(=O)OC)O)OC(=O)C)CC)OC)C(=O)OC)O.OS(=O)(=O)O.